Dataset: Catalyst prediction with 721,799 reactions and 888 catalyst types from USPTO. Task: Predict which catalyst facilitates the given reaction. (1) Reactant: [F:1][C:2]1[CH:7]=[CH:6][C:5]([C:8]2[O:9][CH:10]=[C:11]([CH2:13]I)[N:12]=2)=[CH:4][CH:3]=1.[N-:15]=[N+:16]=[N-:17].[Na+]. Product: [N:15]([CH2:13][C:11]1[N:12]=[C:8]([C:5]2[CH:6]=[CH:7][C:2]([F:1])=[CH:3][CH:4]=2)[O:9][CH:10]=1)=[N+:16]=[N-:17]. The catalyst class is: 31. (2) Reactant: [CH3:1][N:2]1[C:11]2[C:6](=[CH:7][C:8]([C:18]([F:21])([F:20])[F:19])=[C:9]([C:12]3[CH:13]=[N:14][N:15]([CH3:17])[CH:16]=3)[CH:10]=2)[N:5]([C:22]2[C:26]3[CH2:27][N:28](C(OC(C)(C)C)=O)[CH2:29][CH2:30][C:25]=3[N:24]([CH:38]3[CH2:43][CH2:42][N:41]([CH:44]4[CH2:47][O:46][CH2:45]4)[CH2:40][CH2:39]3)[N:23]=2)[CH2:4][CH2:3]1.FC(F)(F)C(O)=O. Product: [CH3:1][N:2]1[C:11]2[C:6](=[CH:7][C:8]([C:18]([F:19])([F:21])[F:20])=[C:9]([C:12]3[CH:13]=[N:14][N:15]([CH3:17])[CH:16]=3)[CH:10]=2)[N:5]([C:22]2[CH:26]3[CH2:27][NH:28][CH2:29][CH2:30][CH:25]3[N:24]([CH:38]3[CH2:43][CH2:42][N:41]([CH:44]4[CH2:45][O:46][CH2:47]4)[CH2:40][CH2:39]3)[N:23]=2)[CH2:4][CH2:3]1. The catalyst class is: 2. (3) Reactant: [Br:1][CH:2]1[CH2:8][CH2:7][CH2:6][CH2:5][NH:4][C:3]1=[O:9].[H-].[Na+].Br[CH2:13][C:14]1[CH:19]=[CH:18][C:17]([O:20][CH3:21])=[CH:16][CH:15]=1. Product: [Br:1][CH:2]1[CH2:8][CH2:7][CH2:6][CH2:5][N:4]([CH2:13][C:14]2[CH:19]=[CH:18][C:17]([O:20][CH3:21])=[CH:16][CH:15]=2)[C:3]1=[O:9]. The catalyst class is: 7. (4) Reactant: [CH2:1]([NH:8][C:9]([O:11][CH2:12][C:13]1[S:17][C:16]([C:18]([O:20][CH3:21])=[O:19])=[C:15]([C:22]2[CH:27]=[CH:26][CH:25]=[CH:24][CH:23]=2)[CH:14]=1)=[O:10])[C:2]1[CH:7]=[CH:6][CH:5]=[CH:4][CH:3]=1.[H-].[Na+].[CH3:30]I. Product: [CH2:1]([N:8]([CH3:30])[C:9]([O:11][CH2:12][C:13]1[S:17][C:16]([C:18]([O:20][CH3:21])=[O:19])=[C:15]([C:22]2[CH:27]=[CH:26][CH:25]=[CH:24][CH:23]=2)[CH:14]=1)=[O:10])[C:2]1[CH:3]=[CH:4][CH:5]=[CH:6][CH:7]=1. The catalyst class is: 1. (5) Reactant: [O:1]1[CH2:5][CH2:4][CH2:3][C@@H:2]1[CH2:6][NH2:7].C([N:10]([CH2:13]C)CC)C.C(=S)=[S:16].OO.N.CO. Product: [O:1]1[CH2:5][CH2:4][CH2:3][C@@H:2]1[CH2:6][NH:7][C:13]([NH2:10])=[S:16]. The catalyst class is: 30. (6) Reactant: CCN(C(C)C)C(C)C.[C:10]([O:14][C:15]([CH:17]1[CH2:22][CH2:21][N:20]([C:23]2[C:31]([C:32]#[N:33])=[CH:30][C:26]([C:27]([OH:29])=O)=[C:25]([O:34][CH3:35])[N:24]=2)[CH2:19][CH2:18]1)=[O:16])([CH3:13])([CH3:12])[CH3:11].Cl.[CH3:37][NH:38][O:39][CH3:40].C1CN([P+](Br)(N2CCCC2)N2CCCC2)CC1.F[P-](F)(F)(F)(F)F. Product: [C:32]([C:31]1[C:23]([N:20]2[CH2:21][CH2:22][CH:17]([C:15]([O:14][C:10]([CH3:13])([CH3:12])[CH3:11])=[O:16])[CH2:18][CH2:19]2)=[N:24][C:25]([O:34][CH3:35])=[C:26]([C:27](=[O:29])[N:38]([O:39][CH3:40])[CH3:37])[CH:30]=1)#[N:33]. The catalyst class is: 2. (7) Reactant: [CH3:1][CH:2]1[CH2:6][N:5]([C:7]2[CH:8]=[N:9][CH:10]=[CH:11][CH:12]=2)[NH:4][C:3]1=O.P(Cl)(Cl)([Cl:16])=O. Product: [Cl:16][C:3]1[CH:2]([CH3:1])[CH2:6][N:5]([C:7]2[CH:8]=[N:9][CH:10]=[CH:11][CH:12]=2)[N:4]=1. The catalyst class is: 10.